This data is from Full USPTO retrosynthesis dataset with 1.9M reactions from patents (1976-2016). The task is: Predict the reactants needed to synthesize the given product. (1) Given the product [ClH:28].[CH:25]([C:13]1[N:14]=[C:15]([C:19]2[CH:23]=[C:22]([CH3:24])[S:21][CH:20]=2)[C:16]2[CH2:17][CH2:18][NH:9][CH2:10][C:11]=2[N:12]=1)([CH3:27])[CH3:26], predict the reactants needed to synthesize it. The reactants are: Cl.C([N:9]1[CH2:18][CH2:17][C:16]2[C:15]([C:19]3[CH:23]=[C:22]([CH3:24])[S:21][CH:20]=3)=[N:14][C:13]([CH:25]([CH3:27])[CH3:26])=[N:12][C:11]=2[CH2:10]1)C1C=CC=CC=1.[Cl:28]C(OC(Cl)=O)C. (2) Given the product [P:13]([O-:17])([O-:16])([O-:15])=[O:14].[Ca+2:22].[Ca+2:22].[Ca+2:22].[P:13]([O-:17])([O-:16])([O-:15])=[O:14], predict the reactants needed to synthesize it. The reactants are: O.O.O.O.O.O.O.O.O.O.O.O.[P:13]([O-:17])([O-:16])([O-:15])=[O:14].[Na+].[Na+].[Na+].[Cl-].[Ca+2:22].[Cl-].